From a dataset of Experimentally validated miRNA-target interactions with 360,000+ pairs, plus equal number of negative samples. Binary Classification. Given a miRNA mature sequence and a target amino acid sequence, predict their likelihood of interaction. (1) The miRNA is hsa-miR-6741-5p with sequence GUGGGUGCUGGUGGGAGCCGUG. The protein sequence of the target gene is MVAPWRVSVRVCLSHLRCFELRQGLSLLRPSECPRDARLCWLLLGTLPKVVSLCGDVGEGAPDVLSRRRVRCSGAAGAGPAESLPRAGPLGGVFLHLRLWLRAGALLVKFFPLLLLYPLTYLAPSVSTLWLHLLLKATETSGPTYIKLGQWASTRRDLFSEAFCAQFSKLHVRVTPHPWTHTERFLRQAFGDDWGSILSFENREPVGSGCVAQVYKAYANTAFLETDSVQRLGRASCLPPFSHTGAVGGLRELFGYLGNGRKPPENLADQSFLERLLLPKADLVGSNAGVSRAQVPGHQP.... Result: 0 (no interaction). (2) The miRNA is hsa-miR-34a-5p with sequence UGGCAGUGUCUUAGCUGGUUGU. The protein sequence of the target gene is MKPGPPRRGTAQGQRVDTATHAPGARGLLLPPLLLLLLAGRAAGAQRWRNENFERPVDLEGSGDDDSFPDDELDDLYSGSGSGYFEQESGLETAMRFIPDMALAAPTAPAMLPTTVIQPVDTPFEELLSEHPSPEPVTSPPLVTEVTEVVEESSQKATTISTTTSTTAATTTGAPTMATAPATAATTAPSTPEAPPATATVADVRTTGIQGMLPLPLTTAATAKITTPAAPSPPTTVATLDTEAPTPRLVNTATSRPRALPRPVTTQEPDVAERSTLPLGTTAPGPTEMAQTPTPESLLT.... Result: 0 (no interaction). (3) Result: 0 (no interaction). The protein sequence of the target gene is MIWYVATFIASVIGTRGLAAEGAHGLREEPEFVTARAGESVVLRCDVIHPVTGQPPPYVVEWFKFGVPIPIFIKFGYYPPHVDPEYAGRASLHDKASLRLEQVRSEDQGWYECKVLMLDQQYDTFHNGSWVHLTINAPPTFTETPPQYIEAKEGGSITMTCTAFGNPKPIVTWLKEGTLLGASGKYQVSDGSLTVTSVSREDRGAYTCRAYSIQGEAVHTTHLLVQGPPFIVSPPENITVNISQDALLTCRAEAYPGNLTYTWYWQDENVYFQNDLKLRVRILIDGTLIIFRVKPEDSGK.... The miRNA is hsa-miR-4645-3p with sequence AGACAGUAGUUCUUGCCUGGUU.